This data is from Reaction yield outcomes from USPTO patents with 853,638 reactions. The task is: Predict the reaction yield, written as a fraction of the theoretical maximum amount of product (1.0 means a 100% yield; for example, 0.34 means a 34% yield). The reactants are C[O:2][C:3]([C@H:5]1[CH2:10][CH2:9][C@@H:8]([O:11][C:12]2[CH:17]=[CH:16][CH:15]=[CH:14][CH:13]=2)[CH2:7][CH2:6]1)=O.O.[NH2:19][NH2:20]. The catalyst is C1(C)C=CC=CC=1. The product is [O:11]([C@@H:8]1[CH2:9][CH2:10][C@H:5]([C:3]([NH:19][NH2:20])=[O:2])[CH2:6][CH2:7]1)[C:12]1[CH:17]=[CH:16][CH:15]=[CH:14][CH:13]=1. The yield is 0.920.